From a dataset of Forward reaction prediction with 1.9M reactions from USPTO patents (1976-2016). Predict the product of the given reaction. Given the reactants [Br:1][C:2]1[CH:3]=[CH:4][C:5]([C:8]2[CH2:12][C@@H:11]([CH2:13]Cl)[O:10][N:9]=2)=[N:6][CH:7]=1.[CH3:15][NH2:16], predict the reaction product. The product is: [Br:1][C:2]1[CH:3]=[CH:4][C:5]([C:8]2[CH2:12][C@@H:11]([CH2:13][NH:16][CH3:15])[O:10][N:9]=2)=[N:6][CH:7]=1.